Predict the reactants needed to synthesize the given product. From a dataset of Full USPTO retrosynthesis dataset with 1.9M reactions from patents (1976-2016). (1) The reactants are: [NH2:1][C@H:2]([C:4]([OH:6])=[O:5])[CH3:3].[NH2:7][C@H:8]([C:13]([OH:15])=[O:14])[CH2:9][CH:10]([CH3:12])[CH3:11]. Given the product [NH2:1][C@H:2]([C:4]([OH:6])=[O:5])[CH3:3].[NH2:7][C@H:8]([C:13]([OH:15])=[O:14])[CH2:9][CH:10]([CH3:12])[CH3:11], predict the reactants needed to synthesize it. (2) Given the product [F:1][C:2]([F:26])([F:25])[CH2:3][NH:4][C:5]([C:7]1([CH2:20][CH2:21][CH2:22][CH2:23][N:41]2[CH2:42][CH2:43][N:38]([C:35]3[N:34]([CH3:44])[C:33]4[CH:32]=[CH:31][CH:30]=[C:29]([O:28][CH3:27])[C:37]=4[N:36]=3)[CH2:39][CH2:40]2)[C:19]2[CH:18]=[CH:17][CH:16]=[CH:15][C:14]=2[C:13]2[C:8]1=[CH:9][CH:10]=[CH:11][CH:12]=2)=[O:6], predict the reactants needed to synthesize it. The reactants are: [F:1][C:2]([F:26])([F:25])[CH2:3][NH:4][C:5]([C:7]1([CH2:20][CH2:21][CH2:22][CH2:23]Br)[C:19]2[CH:18]=[CH:17][CH:16]=[CH:15][C:14]=2[C:13]2[C:8]1=[CH:9][CH:10]=[CH:11][CH:12]=2)=[O:6].[CH3:27][O:28][C:29]1[C:37]2[N:36]=[C:35]([N:38]3[CH2:43][CH2:42][NH:41][CH2:40][CH2:39]3)[N:34]([CH3:44])[C:33]=2[CH:32]=[CH:31][CH:30]=1. (3) The reactants are: C([O:8][C@H:9]1[CH2:14][CH2:13][CH2:12][CH2:11][C@@H:10]1[NH:15][C:16]1[CH:24]=[C:23]([N:25]2[C:33]3[CH2:32][C:31]([CH3:35])([CH3:34])[CH2:30][C:29](=[O:36])[C:28]=3[C:27]([C:37]([F:40])([F:39])[F:38])=[N:26]2)[CH:22]=[CH:21][C:17]=1[C:18]([NH2:20])=[O:19])C1C=CC=CC=1. Given the product [CH3:34][C:31]1([CH3:35])[CH2:32][C:33]2[N:25]([C:23]3[CH:22]=[CH:21][C:17]([C:18]([NH2:20])=[O:19])=[C:16]([NH:15][C@H:10]4[CH2:11][CH2:12][CH2:13][CH2:14][C@@H:9]4[OH:8])[CH:24]=3)[N:26]=[C:27]([C:37]([F:39])([F:40])[F:38])[C:28]=2[C:29](=[O:36])[CH2:30]1, predict the reactants needed to synthesize it. (4) Given the product [C:1]([C:5]1[CH:9]=[C:8]([CH2:10][NH:11][C:32]([NH:31][C:22]2[CH:23]=[CH:24][C:25]([O:26][CH2:27][CH2:28][O:29][CH3:30])=[C:20]([F:19])[CH:21]=2)=[O:33])[N:7]([C:12]2[CH:17]=[CH:16][CH:15]=[C:14]([Cl:18])[CH:13]=2)[N:6]=1)([CH3:4])([CH3:2])[CH3:3], predict the reactants needed to synthesize it. The reactants are: [C:1]([C:5]1[CH:9]=[C:8]([CH2:10][NH2:11])[N:7]([C:12]2[CH:17]=[CH:16][CH:15]=[C:14]([Cl:18])[CH:13]=2)[N:6]=1)([CH3:4])([CH3:3])[CH3:2].[F:19][C:20]1[CH:21]=[C:22]([NH:31][C:32](=O)[O:33]C2C=CC=CC=2)[CH:23]=[CH:24][C:25]=1[O:26][CH2:27][CH2:28][O:29][CH3:30]. (5) Given the product [CH3:1][C:2]([CH3:22])([CH3:21])[CH2:3][CH2:4][C:5]1[CH:16]=[CH:15][C:8]([C:9](=[O:10])[CH3:23])=[CH:7][C:6]=1[C:17]([F:20])([F:19])[F:18], predict the reactants needed to synthesize it. The reactants are: [CH3:1][C:2]([CH3:22])([CH3:21])[CH2:3][CH2:4][C:5]1[CH:16]=[CH:15][C:8]([C:9](N(OC)C)=[O:10])=[CH:7][C:6]=1[C:17]([F:20])([F:19])[F:18].[CH3:23][Mg]Br.O1CCCC1.Cl.O.